This data is from HIV replication inhibition screening data with 41,000+ compounds from the AIDS Antiviral Screen. The task is: Binary Classification. Given a drug SMILES string, predict its activity (active/inactive) in a high-throughput screening assay against a specified biological target. (1) The drug is CCN(CC)C1=NS(=O)(=O)c2ccccc2C(SC)=C1C. The result is 0 (inactive). (2) The molecule is O=S1(=O)C2C=CCC1C(c1ccccc1)CC2. The result is 0 (inactive). (3) The molecule is Cn1c2c(c3ccccc31)CCN(CCN1CCN(c3cccc(Cl)c3)CC1)C2=O. The result is 0 (inactive). (4) The drug is O=C(O)c1cc(I)cc(I)c1O. The result is 0 (inactive). (5) The compound is O=C1OC(C(O)c2cccnc2)c2ccccc21. The result is 0 (inactive). (6) The molecule is CC(=O)NNC(=S)NC=C(C(C)=O)C(=O)Nc1ccccc1. The result is 0 (inactive). (7) The molecule is Cc1ccc2c(c1)C(C(=O)NC1C(=O)N3C1SC(C)(C)C3C(=O)O)OCCC2.[NaH]. The result is 0 (inactive).